Dataset: Forward reaction prediction with 1.9M reactions from USPTO patents (1976-2016). Task: Predict the product of the given reaction. (1) The product is: [Cl:1][C:2]1[N:7]=[C:6]([NH:10][C:11]2[CH:21]=[CH:20][CH:19]=[CH:18][C:12]=2[C:13]([O:15][CH2:16][CH3:17])=[O:14])[C:5]([F:9])=[CH:4][N:3]=1. Given the reactants [Cl:1][C:2]1[N:7]=[C:6](Cl)[C:5]([F:9])=[CH:4][N:3]=1.[NH2:10][C:11]1[CH:21]=[CH:20][CH:19]=[CH:18][C:12]=1[C:13]([O:15][CH2:16][CH3:17])=[O:14].C(N(CC)C(C)C)(C)C, predict the reaction product. (2) Given the reactants [CH3:1][C:2]1[C:3]([O:25][CH:26]([CH3:28])[CH3:27])=[CH:4][C:5]([N+:22]([O-])=O)=[C:6]([NH:8][CH:9]2[CH2:14][CH2:13][N:12]([C:15]([O:17][C:18]([CH3:21])([CH3:20])[CH3:19])=[O:16])[CH2:11][CH2:10]2)[CH:7]=1.O.NN, predict the reaction product. The product is: [NH2:22][C:5]1[CH:4]=[C:3]([O:25][CH:26]([CH3:27])[CH3:28])[C:2]([CH3:1])=[CH:7][C:6]=1[NH:8][CH:9]1[CH2:14][CH2:13][N:12]([C:15]([O:17][C:18]([CH3:20])([CH3:19])[CH3:21])=[O:16])[CH2:11][CH2:10]1. (3) Given the reactants [CH3:1][O:2][C:3]1[CH:8]=[C:7]([CH3:9])[C:6]([S:10]([N:13]([CH3:35])[CH2:14][C:15]2[O:16][C:17]([C:20]([N:22]3[CH2:27][CH2:26][N:25]([CH2:28][CH:29]4[CH2:34][CH2:33][NH:32][CH2:31][CH2:30]4)[CH2:24][CH2:23]3)=[O:21])=[N:18][N:19]=2)(=[O:12])=[O:11])=[C:5]([CH3:36])[CH:4]=1.[CH3:37][C:38]1([CH3:41])[CH2:40][O:39]1, predict the reaction product. The product is: [OH:39][C:38]([CH3:41])([CH3:40])[CH2:37][N:32]1[CH2:33][CH2:34][CH:29]([CH2:28][N:25]2[CH2:26][CH2:27][N:22]([C:20]([C:17]3[O:16][C:15]([CH2:14][N:13]([CH3:35])[S:10]([C:6]4[C:7]([CH3:9])=[CH:8][C:3]([O:2][CH3:1])=[CH:4][C:5]=4[CH3:36])(=[O:11])=[O:12])=[N:19][N:18]=3)=[O:21])[CH2:23][CH2:24]2)[CH2:30][CH2:31]1. (4) Given the reactants [Br:1][C:2]1[CH:7]=[C:6]([F:8])[CH:5]=[C:4](F)[CH:3]=1.[F:10][C:11]([F:15])([F:14])[CH2:12][OH:13].CC(C)([O-])C.[K+], predict the reaction product. The product is: [Br:1][C:2]1[CH:3]=[C:4]([O:13][CH2:12][C:11]([F:15])([F:14])[F:10])[CH:5]=[C:6]([F:8])[CH:7]=1. (5) Given the reactants [C:1]([N:4]1[C:8]([CH2:15][CH2:16][NH:17][S:18]([CH3:21])(=[O:20])=[O:19])([C:9]2[CH:14]=[CH:13][CH:12]=[CH:11][CH:10]=2)[S:7][C:6]([NH:22]C(=O)C(C2C=CC=CC=2)C)=[N:5]1)(=[O:3])[CH3:2].O.O.O.O.O.O.O.[Cl-].[Ce+3].[Cl-].[Cl-].[BH4-].[Na+], predict the reaction product. The product is: [C:1]([N:4]1[N:5]=[C:6]([NH2:22])[S:7][C:8]1([CH2:15][CH2:16][NH:17][S:18]([CH3:21])(=[O:19])=[O:20])[C:9]1[CH:14]=[CH:13][CH:12]=[CH:11][CH:10]=1)(=[O:3])[CH3:2]. (6) Given the reactants O[CH2:2][CH2:3][NH:4][C@:5]12[CH2:40][CH2:39][C@@H:38]([C:41]([CH3:43])=[CH2:42])[C@@H:6]1[C@@H:7]1[C@@:20]([CH3:23])([CH2:21][CH2:22]2)[C@@:19]2([CH3:24])[C@@H:10]([C@:11]3([CH3:37])[C@@H:16]([CH2:17][CH2:18]2)[C:15]([CH3:26])([CH3:25])[C:14]([C:27]2[CH:36]=[CH:35][C:30]([C:31]([O:33][CH3:34])=[O:32])=[CH:29][CH:28]=2)=[CH:13][CH2:12]3)[CH2:9][CH2:8]1.S(Cl)([Cl:46])=O, predict the reaction product. The product is: [Cl:46][CH2:2][CH2:3][NH:4][C@:5]12[CH2:40][CH2:39][C@@H:38]([C:41]([CH3:43])=[CH2:42])[C@@H:6]1[C@@H:7]1[C@@:20]([CH3:23])([CH2:21][CH2:22]2)[C@@:19]2([CH3:24])[C@@H:10]([C@:11]3([CH3:37])[C@@H:16]([CH2:17][CH2:18]2)[C:15]([CH3:26])([CH3:25])[C:14]([C:27]2[CH:36]=[CH:35][C:30]([C:31]([O:33][CH3:34])=[O:32])=[CH:29][CH:28]=2)=[CH:13][CH2:12]3)[CH2:9][CH2:8]1. (7) Given the reactants [OH:1][C:2]1[CH:3]=[N:4][C:5]([N:8]2[CH2:13][CH2:12][N:11]([C:14]([O:16][C:17]([CH3:20])([CH3:19])[CH3:18])=[O:15])[CH2:10][CH2:9]2)=[N:6][CH:7]=1.Br[CH2:22][C:23]1[CH:28]=[CH:27][C:26]([S:29][C:30]([F:33])([F:32])[F:31])=[CH:25][CH:24]=1.C(=O)([O-])[O-].[Cs+].[Cs+], predict the reaction product. The product is: [F:32][C:30]([F:31])([F:33])[S:29][C:26]1[CH:27]=[CH:28][C:23]([CH2:22][O:1][C:2]2[CH:7]=[N:6][C:5]([N:8]3[CH2:9][CH2:10][N:11]([C:14]([O:16][C:17]([CH3:20])([CH3:19])[CH3:18])=[O:15])[CH2:12][CH2:13]3)=[N:4][CH:3]=2)=[CH:24][CH:25]=1. (8) Given the reactants [CH3:1][O:2][CH2:3][CH2:4][N:5]1[CH:9]=[CH:8][N:7]=[C:6]1[CH3:10].C([O-])([O-])=O.[K+].[K+].[Br:17]N1C(=O)CCC1=O, predict the reaction product. The product is: [Br:17][C:9]1[N:5]([CH2:4][CH2:3][O:2][CH3:1])[C:6]([CH3:10])=[N:7][CH:8]=1. (9) Given the reactants [C:1](/[C:3](=[C:9](/[C:11]1[CH:16]=[CH:15][C:14]([N:17]2[CH2:22][CH2:21][N:20]([CH3:23])[CH2:19][CH2:18]2)=[CH:13][CH:12]=1)\[CH3:10])/[C:4]([O:6][CH2:7]C)=[O:5])#[N:2], predict the reaction product. The product is: [C:1]([CH:3]([CH:9]([C:11]1[CH:16]=[CH:15][C:14]([N:17]2[CH2:18][CH2:19][N:20]([CH3:23])[CH2:21][CH2:22]2)=[CH:13][CH:12]=1)[CH3:10])[C:4]([O:6][CH3:7])=[O:5])#[N:2].